Dataset: Forward reaction prediction with 1.9M reactions from USPTO patents (1976-2016). Task: Predict the product of the given reaction. (1) Given the reactants [CH:1]1([C:4]2[NH:8][N:7]=[C:6]([NH:9][C:10]3[C:11]([N+:19]([O-:21])=[O:20])=[C:12]([CH:15]=[C:16](F)[CH:17]=3)[C:13]#[N:14])[CH:5]=2)[CH2:3][CH2:2]1.[F:22][C:23]1[CH:28]=[CH:27][C:26]([C@@H:29]([NH2:31])[CH3:30])=[CH:25][CH:24]=1.CCN(C(C)C)C(C)C, predict the reaction product. The product is: [CH:1]1([C:4]2[NH:8][N:7]=[C:6]([NH:9][C:10]3[C:11]([N+:19]([O-:21])=[O:20])=[C:12]([CH:15]=[C:16]([NH:31][C@H:29]([C:26]4[CH:27]=[CH:28][C:23]([F:22])=[CH:24][CH:25]=4)[CH3:30])[CH:17]=3)[C:13]#[N:14])[CH:5]=2)[CH2:3][CH2:2]1. (2) Given the reactants [F:1][C:2]([F:22])([F:21])[C:3]1[CH:8]=[CH:7][C:6]([C:9]2[N:14]=[C:13]([CH:15](O)[CH2:16][CH2:17][CH2:18][CH3:19])[CH:12]=[CH:11][CH:10]=2)=[CH:5][CH:4]=1.O=S(Cl)[Cl:25], predict the reaction product. The product is: [Cl:25][CH:15]([C:13]1[CH:12]=[CH:11][CH:10]=[C:9]([C:6]2[CH:7]=[CH:8][C:3]([C:2]([F:22])([F:21])[F:1])=[CH:4][CH:5]=2)[N:14]=1)[CH2:16][CH2:17][CH2:18][CH3:19]. (3) Given the reactants [C:1]([CH:4]1[CH2:9][C:8]([F:11])([F:10])[CH2:7][CH2:6][N:5]1[C:12]([O:14][C:15]([CH3:18])([CH3:17])[CH3:16])=[O:13])(=O)[NH2:2].FC(F)(F)C(OC(=O)C(F)(F)F)=O, predict the reaction product. The product is: [C:1]([CH:4]1[CH2:9][C:8]([F:11])([F:10])[CH2:7][CH2:6][N:5]1[C:12]([O:14][C:15]([CH3:18])([CH3:17])[CH3:16])=[O:13])#[N:2]. (4) Given the reactants [C:1]([O:5][C:6]([N:8]1[CH2:12][C@@H:11]([CH2:13][N:14]([CH:31]([CH3:33])[CH3:32])[C:15](=[O:30])[C:16]2[CH:21]=[CH:20][C:19]([O:22][CH3:23])=[C:18]([O:24][CH2:25][CH2:26][CH2:27][O:28][CH3:29])[CH:17]=2)[C@H:10]([NH2:34])[CH2:9]1)=[O:7])([CH3:4])([CH3:3])[CH3:2].[F:35][C:36]1[CH:41]=[CH:40][C:39]([CH2:42][S:43](Cl)(=[O:45])=[O:44])=[CH:38][CH:37]=1.CC#N.O.CC#N, predict the reaction product. The product is: [C:1]([O:5][C:6]([N:8]1[CH2:12][C@@H:11]([CH2:13][N:14]([CH:31]([CH3:32])[CH3:33])[C:15](=[O:30])[C:16]2[CH:21]=[CH:20][C:19]([O:22][CH3:23])=[C:18]([O:24][CH2:25][CH2:26][CH2:27][O:28][CH3:29])[CH:17]=2)[C@H:10]([NH:34][S:43]([CH2:42][C:39]2[CH:40]=[CH:41][C:36]([F:35])=[CH:37][CH:38]=2)(=[O:44])=[O:45])[CH2:9]1)=[O:7])([CH3:3])([CH3:4])[CH3:2]. (5) Given the reactants [CH3:1][C:2]1[C:3]([N:9](C(OC(C)(C)C)=O)C(OC(C)(C)C)=O)=[N:4][CH:5]=[CH:6][C:7]=1[CH3:8].C(O)(C(F)(F)F)=O, predict the reaction product. The product is: [CH3:1][C:2]1[C:3]([NH2:9])=[N:4][CH:5]=[CH:6][C:7]=1[CH3:8]. (6) The product is: [O:2]1[CH2:7][CH2:6][CH:5]([O:8][C:12]2[N:17]=[N:16][C:15]([NH2:18])=[CH:14][CH:13]=2)[CH2:4][CH2:3]1. Given the reactants [Na].[O:2]1[CH2:7][CH2:6][CH:5]([OH:8])[CH2:4][CH2:3]1.[H][H].Cl[C:12]1[N:17]=[N:16][C:15]([NH2:18])=[CH:14][CH:13]=1.Cl, predict the reaction product.